This data is from Forward reaction prediction with 1.9M reactions from USPTO patents (1976-2016). The task is: Predict the product of the given reaction. Given the reactants [N:1]([C@H:4]1[CH2:8][N:7]([C:9]([O:11][C:12]([CH3:15])([CH3:14])[CH3:13])=[O:10])[C@@H:6]([CH3:16])[CH2:5]1)=[N+]=[N-], predict the reaction product. The product is: [NH2:1][C@H:4]1[CH2:8][N:7]([C:9]([O:11][C:12]([CH3:15])([CH3:14])[CH3:13])=[O:10])[C@@H:6]([CH3:16])[CH2:5]1.